Binary Classification. Given a drug SMILES string, predict its activity (active/inactive) in a high-throughput screening assay against a specified biological target. From a dataset of M1 muscarinic receptor antagonist screen with 61,756 compounds. (1) The molecule is OC1(c2c(NC1=O)ccc(c2)C)CC(=O)c1cccnc1. The result is 0 (inactive). (2) The compound is S(C=1NC(=O)CC(c2cc3OCOc3cc2)C1C#N)CC(OCCC)=O. The result is 0 (inactive). (3) The result is 1 (active). The drug is S(=O)(=O)(n1nc(cc1C)C)c1cc2c(cc1)ccc(c2)C. (4) The compound is Brc1c(=O)n(Cc2ccncc2)cc(c1)C(OC)=O. The result is 0 (inactive). (5) The result is 0 (inactive). The drug is s1c2ncnc(OCC(=O)Nc3cc4OCCOc4cc3)c2cc1. (6) The drug is s1c(C(=O)Nc2cccnc2)ccc1. The result is 0 (inactive).